Task: Predict which catalyst facilitates the given reaction.. Dataset: Catalyst prediction with 721,799 reactions and 888 catalyst types from USPTO (1) Reactant: Br[C:2]1[CH:7]=[CH:6][N:5]=[CH:4][C:3]=1[N:8]([CH3:25])[C:9](=[O:24])[C:10]1[CH:15]=[C:14]([C:16]([F:19])([F:18])[F:17])[CH:13]=[C:12]([C:20]([F:23])([F:22])[F:21])[CH:11]=1.[F:26][C:27]1[CH:32]=[CH:31][CH:30]=[CH:29][C:28]=1B(O)O.C([O-])([O-])=O.[K+].[K+]. Product: [F:26][C:27]1[CH:32]=[CH:31][CH:30]=[CH:29][C:28]=1[C:2]1[CH:7]=[CH:6][N:5]=[CH:4][C:3]=1[N:8]([CH3:25])[C:9](=[O:24])[C:10]1[CH:15]=[C:14]([C:16]([F:19])([F:18])[F:17])[CH:13]=[C:12]([C:20]([F:23])([F:22])[F:21])[CH:11]=1. The catalyst class is: 257. (2) Reactant: O.S(=O)(=O)(O)O.[CH2:7]([N:14]1[CH2:21][CH:20](O)[CH2:19][N:18](S(C2C=CC=CC=2)(=O)=O)[CH2:17][CH:16]([OH:32])[CH2:15]1)[C:8]1[CH:13]=[CH:12][CH:11]=[CH:10][CH:9]=1.[OH-].[Na+]. Product: [CH2:7]([N:14]1[CH2:15][CH:16]2[O:32][CH:20]([CH2:19][NH:18][CH2:17]2)[CH2:21]1)[C:8]1[CH:9]=[CH:10][CH:11]=[CH:12][CH:13]=1. The catalyst class is: 11. (3) Reactant: [Br:1][C:2]1[C:3]([NH2:9])=[N:4][CH:5]=[N:6][C:7]=1Cl.Cl.Cl.[NH2:12][C:13]1([CH2:18][NH:19][C:20](=[O:29])[C:21]2[CH:26]=[CH:25][C:24]([F:27])=[CH:23][C:22]=2[F:28])[CH2:17][CH2:16][NH:15][CH2:14]1.C(=O)([O-])[O-].[K+].[K+]. Product: [NH2:12][C:13]1([CH2:18][NH:19][C:20](=[O:29])[C:21]2[CH:26]=[CH:25][C:24]([F:27])=[CH:23][C:22]=2[F:28])[CH2:17][CH2:16][N:15]([C:7]2[C:2]([Br:1])=[C:3]([NH2:9])[N:4]=[CH:5][N:6]=2)[CH2:14]1. The catalyst class is: 16. (4) Reactant: [Li]CCCC.[CH3:6][O:7][C:8]([CH:10]1[CH2:15][CH2:14][CH2:13][CH2:12][CH2:11]1)=[O:9].[I:16][CH2:17]I. Product: [CH3:6][O:7][C:8]([C:10]1([CH2:17][I:16])[CH2:15][CH2:14][CH2:13][CH2:12][CH2:11]1)=[O:9]. The catalyst class is: 1.